This data is from Reaction yield outcomes from USPTO patents with 853,638 reactions. The task is: Predict the reaction yield, written as a fraction of the theoretical maximum amount of product (1.0 means a 100% yield; for example, 0.34 means a 34% yield). (1) The reactants are [CH3:1][S:2]([C:5]1[CH:10]=[CH:9][C:8]([CH2:11][C:12]([OH:14])=[O:13])=[CH:7][CH:6]=1)(=[O:4])=[O:3].[CH3:15]O. The catalyst is OS(O)(=O)=O. The product is [CH3:15][O:13][C:12](=[O:14])[CH2:11][C:8]1[CH:7]=[CH:6][C:5]([S:2]([CH3:1])(=[O:3])=[O:4])=[CH:10][CH:9]=1. The yield is 0.980. (2) The reactants are [CH3:1][O:2][CH2:3][CH2:4][NH:5][CH:6]1[CH2:9][N:8]([C:10]([O:12][C:13]([CH3:16])([CH3:15])[CH3:14])=[O:11])[CH2:7]1.Br[CH2:18][CH2:19][OH:20].C([O-])([O-])=O.[Na+].[Na+]. The catalyst is CC#N. The product is [OH:20][CH2:19][CH2:18][N:5]([CH2:4][CH2:3][O:2][CH3:1])[CH:6]1[CH2:9][N:8]([C:10]([O:12][C:13]([CH3:16])([CH3:15])[CH3:14])=[O:11])[CH2:7]1. The yield is 0.780. (3) The reactants are [F:1][C:2]([F:18])([F:17])[CH2:3][C:4]([NH:6][C:7]1[CH:12]=[CH:11][C:10]([O:13][CH3:14])=[CH:9][C:8]=1[CH:15]=O)=[O:5].C([O-])([O-])=O.[K+].[K+]. The catalyst is CN(C=O)C.CCOC(C)=O. The product is [CH3:14][O:13][C:10]1[CH:9]=[C:8]2[C:7](=[CH:12][CH:11]=1)[NH:6][C:4](=[O:5])[C:3]([C:2]([F:18])([F:17])[F:1])=[CH:15]2. The yield is 0.940. (4) The reactants are [NH2:1][C:2]1[N:7]=[C:6]([O:8][CH2:9][C:10]2[CH:15]=[CH:14][C:13]([CH2:16][NH:17][C:18](=[O:23])[C:19]([F:22])([F:21])[F:20])=[CH:12][CH:11]=2)[C:5]([N:24]=O)=[C:4]([NH:26][C:27](=O)[CH2:28][CH2:29][CH2:30][NH:31][C:32]([O:34][C:35]([CH3:38])([CH3:37])[CH3:36])=[O:33])[N:3]=1.C1(P(C2C=CC=CC=2)C2C=CC=CC=2)C=CC=CC=1. The catalyst is CC1C=CC=CC=1C. The product is [NH2:1][C:2]1[N:3]=[C:4]2[C:5]([N:24]=[C:27]([CH2:28][CH2:29][CH2:30][NH:31][C:32]([O:34][C:35]([CH3:38])([CH3:36])[CH3:37])=[O:33])[NH:26]2)=[C:6]([O:8][CH2:9][C:10]2[CH:11]=[CH:12][C:13]([CH2:16][NH:17][C:18](=[O:23])[C:19]([F:21])([F:20])[F:22])=[CH:14][CH:15]=2)[N:7]=1. The yield is 0.504. (5) The reactants are [CH3:1][C:2]([C:5]1[CH:10]=[CH:9][C:8]([CH2:11][N:12]2[C:17](=[O:18])[CH:16]=[C:15]([OH:19])[N:14]=[C:13]2[C:20]2[C:25]([Cl:26])=[CH:24][C:23]([Cl:27])=[CH:22][C:21]=2[Cl:28])=[CH:7][CH:6]=1)([CH3:4])[CH3:3].[Cl-].C[Al+]C.CCCCCC.C(C1C=CC([CH2:47][NH2:48])=CC=1)(C)(C)C.ClC1C=C(Cl)C=C(Cl)C=1C#N.C(OCC)(=O)[CH2:63][C:64]([O:66]CC)=[O:65].C[O-:74].[Na+].CO. The catalyst is O.COCCO.C1(C)C=CC=CC=1. The product is [CH3:4][C:2]([C:5]1[CH:6]=[CH:7][C:8]([CH2:11][N:12]2[C:17](=[O:18])[C:16]([C:47]([NH:48][CH2:63][C:64]([OH:66])=[O:65])=[O:74])=[C:15]([OH:19])[N:14]=[C:13]2[C:20]2[C:21]([Cl:28])=[CH:22][C:23]([Cl:27])=[CH:24][C:25]=2[Cl:26])=[CH:9][CH:10]=1)([CH3:1])[CH3:3]. The yield is 0.500. (6) The reactants are [CH:1]1([S:5](Cl)(=[O:7])=[O:6])[CH2:4][CH2:3][CH2:2]1.[F:9][C:10]1[C:15]([F:16])=[C:14]([NH:17][C:18]2[CH:23]=[CH:22][C:21]([I:24])=[CH:20][C:19]=2[F:25])[C:13]([NH2:26])=[C:12]([O:27][CH3:28])[CH:11]=1. The yield is 0.750. No catalyst specified. The product is [F:16][C:15]1[C:14]([NH:17][C:18]2[CH:23]=[CH:22][C:21]([I:24])=[CH:20][C:19]=2[F:25])=[C:13]([NH:26][S:5]([CH:1]2[CH2:4][CH2:3][CH2:2]2)(=[O:7])=[O:6])[C:12]([O:27][CH3:28])=[CH:11][C:10]=1[F:9]. (7) The product is [CH3:12][CH:11]1[CH:6]2[CH:7]([N:22]([C:23]([O:25][C:26]([CH3:29])([CH3:28])[CH3:27])=[O:24])[C:38](=[O:41])[O:5]2)[CH:8]=[C:9]([C:13]2[CH:18]=[CH:17][N:16]=[CH:15][C:14]=2[N+:19]([O-:21])=[O:20])[CH2:10]1. The reactants are CS([O:5][CH:6]1[CH:11]([CH3:12])[CH2:10][C:9]([C:13]2[CH:18]=[CH:17][N:16]=[CH:15][C:14]=2[N+:19]([O-:21])=[O:20])=[CH:8][CH:7]1[NH:22][C:23]([O:25][C:26]([CH3:29])([CH3:28])[CH3:27])=[O:24])(=O)=O.C(N(CC)CC)C.C[C:38]([O:41]C(OC(OC(C)(C)C)=O)=O)(C)C. The yield is 0.660. The catalyst is N1C=CC=CC=1.